Dataset: Catalyst prediction with 721,799 reactions and 888 catalyst types from USPTO. Task: Predict which catalyst facilitates the given reaction. (1) Reactant: Cl.[C:2]([CH2:4][C:5]1[CH:34]=[CH:33][C:8]([CH2:9][C:10]2([CH2:16][N:17]([C@@H:24]3[CH2:26][C@H:25]3[C:27]3[CH:32]=[CH:31][CH:30]=[CH:29][CH:28]=3)C(=O)C(F)(F)F)[CH2:15][CH2:14][NH:13][CH2:12][CH2:11]2)=[CH:7][CH:6]=1)#[N:3].C(N(CC)CC)C.[C:42]([O:46]C)(=[O:45])[CH:43]=[CH2:44]. Product: [C:2]([CH2:4][C:5]1[CH:6]=[CH:7][C:8]([CH2:9][C:10]2([CH2:16][NH:17][C@@H:24]3[CH2:26][C@H:25]3[C:27]3[CH:28]=[CH:29][CH:30]=[CH:31][CH:32]=3)[CH2:15][CH2:14][N:13]([CH2:44][CH2:43][C:42]([OH:46])=[O:45])[CH2:12][CH2:11]2)=[CH:33][CH:34]=1)#[N:3]. The catalyst class is: 10. (2) Reactant: N(C(OCC)=O)=NC(OCC)=O.[OH:13][C:14]1[CH:19]=[CH:18][CH:17]=[CH:16][N:15]=1.O[CH2:21][CH2:22][NH:23][C:24](=[O:30])[O:25][C:26]([CH3:29])([CH3:28])[CH3:27].C1(P(C2C=CC=CC=2)C2C=CC=CC=2)C=CC=CC=1. Product: [C:26]([O:25][C:24](=[O:30])[NH:23][CH2:22][CH2:21][O:13][C:14]1[CH:19]=[CH:18][CH:17]=[CH:16][N:15]=1)([CH3:29])([CH3:28])[CH3:27]. The catalyst class is: 1.